Dataset: Forward reaction prediction with 1.9M reactions from USPTO patents (1976-2016). Task: Predict the product of the given reaction. (1) Given the reactants [OH:1][C:2]1[CH:7]=[CH:6][C:5]([C:8]2[N:9]([CH3:23])[C:10](=[O:22])[N:11]([CH3:21])[C:12]=2[C:13]2[CH:18]=[CH:17][C:16]([O:19][CH3:20])=[CH:15][CH:14]=2)=[CH:4][CH:3]=1.C([O-])([O-])=O.[K+].[K+].Cl.Cl[CH2:32][C:33]1[CH:42]=[CH:41][C:40]2[C:35](=[CH:36][CH:37]=[CH:38][CH:39]=2)[N:34]=1, predict the reaction product. The product is: [CH3:20][O:19][C:16]1[CH:15]=[CH:14][C:13]([C:12]2[N:11]([CH3:21])[C:10](=[O:22])[N:9]([CH3:23])[C:8]=2[C:5]2[CH:6]=[CH:7][C:2]([O:1][CH2:32][C:33]3[CH:42]=[CH:41][C:40]4[C:35](=[CH:36][CH:37]=[CH:38][CH:39]=4)[N:34]=3)=[CH:3][CH:4]=2)=[CH:18][CH:17]=1. (2) The product is: [CH3:25][O:26][C:27](=[O:31])[CH:28]([NH:29][C:15]([C:13]1[N:14]=[C:10]([NH:9][C:8]([N:7]([CH:1]2[CH2:2][CH2:3][CH2:4][CH2:5][CH2:6]2)[CH:19]2[CH2:20][CH2:21][CH2:22][CH2:23][CH2:24]2)=[O:18])[S:11][CH:12]=1)=[O:16])[CH3:30]. Given the reactants [CH:1]1([N:7]([CH:19]2[CH2:24][CH2:23][CH2:22][CH2:21][CH2:20]2)[C:8](=[O:18])[NH:9][C:10]2[S:11][CH:12]=[C:13]([C:15](O)=[O:16])[N:14]=2)[CH2:6][CH2:5][CH2:4][CH2:3][CH2:2]1.[CH3:25][O:26][C:27](=[O:31])[C@H:28]([CH3:30])[NH2:29], predict the reaction product. (3) Given the reactants [ClH:1].C(OC([N:9]1[CH2:14][CH2:13][C:12]([N:20]([CH3:22])[CH3:21])([C:15]2[S:16][CH:17]=[CH:18][CH:19]=2)[CH2:11][CH2:10]1)=O)(C)(C)C.CCOC(C)=O.CCCCCC, predict the reaction product. The product is: [ClH:1].[ClH:1].[CH3:21][N:20]([CH3:22])[C:12]1([C:15]2[S:16][CH:17]=[CH:18][CH:19]=2)[CH2:13][CH2:14][NH:9][CH2:10][CH2:11]1. (4) Given the reactants [Cl:1][C:2]1[C:10]([Cl:11])=[CH:9][CH:8]=[CH:7][C:3]=1[C:4]([OH:6])=O.[F:12][C:13]1([F:31])[CH2:18][CH2:17][C:16]([CH2:29][NH2:30])([C:19]2[CH:20]=[N:21][C:22]([C:25]([F:28])([F:27])[F:26])=[N:23][CH:24]=2)[CH2:15][CH2:14]1, predict the reaction product. The product is: [Cl:1][C:2]1[C:10]([Cl:11])=[CH:9][CH:8]=[CH:7][C:3]=1[C:4]([NH:30][CH2:29][C:16]1([C:19]2[CH:20]=[N:21][C:22]([C:25]([F:28])([F:27])[F:26])=[N:23][CH:24]=2)[CH2:17][CH2:18][C:13]([F:12])([F:31])[CH2:14][CH2:15]1)=[O:6]. (5) Given the reactants C(N1C2C=CNC(=O)C=2C=C1C)C1C=CC=CC=1.[CH2:19]([N:26]1[C:30]2=[N:31][CH:32]=[CH:33][C:34]([O:35][CH3:36])=[C:29]2[CH:28]=[C:27]1[CH3:37])[C:20]1[CH:25]=[CH:24][CH:23]=[CH:22][CH:21]=1.Cl[C:39]([O:41][CH2:42][CH3:43])=[O:40].[N-]=[N+]=[N-].[Na+], predict the reaction product. The product is: [CH2:19]([N:26]1[C:30]2=[N:31][CH:32]=[CH:33][C:34]([O:35][CH2:36][C:39]([O:41][CH2:42][CH3:43])=[O:40])=[C:29]2[CH:28]=[C:27]1[CH3:37])[C:20]1[CH:21]=[CH:22][CH:23]=[CH:24][CH:25]=1.